Dataset: Reaction yield outcomes from USPTO patents with 853,638 reactions. Task: Predict the reaction yield, written as a fraction of the theoretical maximum amount of product (1.0 means a 100% yield; for example, 0.34 means a 34% yield). (1) The reactants are [CH:1]([CH:3]1[CH2:8][CH2:7][CH2:6][N:5]([C:9]2[N:10]=[C:11]3[CH:25]=[C:24]([CH2:26][CH2:27][C:28]4[S:29][CH:30]=[C:31]([CH:33]([CH3:35])[CH3:34])[N:32]=4)[CH:23]=[CH:22][N:12]3[C:13](=[O:21])[C:14]=2[CH2:15][CH2:16][C:17]([O:19]C)=[O:18])[CH2:4]1)=[O:2].O.[OH-].[Li+].Cl. The catalyst is CO.O1CCCC1.O. The yield is 0.710. The product is [CH:1]([CH:3]1[CH2:8][CH2:7][CH2:6][N:5]([C:9]2[N:10]=[C:11]3[CH:25]=[C:24]([CH2:26][CH2:27][C:28]4[S:29][CH:30]=[C:31]([CH:33]([CH3:35])[CH3:34])[N:32]=4)[CH:23]=[CH:22][N:12]3[C:13](=[O:21])[C:14]=2[CH2:15][CH2:16][C:17]([OH:19])=[O:18])[CH2:4]1)=[O:2]. (2) The reactants are [C:1]([O:5][C:6]([N:8]1[CH2:13][CH2:12][CH2:11][C@H:10]([C:14]([OH:16])=O)[CH2:9]1)=[O:7])([CH3:4])([CH3:3])[CH3:2].CN(C(ON1N=NC2C=CC=NC1=2)=[N+](C)C)C.F[P-](F)(F)(F)(F)F.CCN(C(C)C)C(C)C.Cl.[CH2:51]([O:58][C:59](=[O:78])[NH:60][CH2:61][CH2:62][CH2:63][CH2:64][C@H:65]([NH2:77])[C:66]([C:68]1[S:69][C:70]2[CH:76]=[CH:75][CH:74]=[CH:73][C:71]=2[N:72]=1)=[O:67])[C:52]1[CH:57]=[CH:56][CH:55]=[CH:54][CH:53]=1. The catalyst is CN(C=O)C.CC(=O)OCC. The product is [C:1]([O:5][C:6]([N:8]1[CH2:13][CH2:12][CH2:11][C@H:10]([C:14](=[O:16])[NH:77][C@H:65]([C:66]([C:68]2[S:69][C:70]3[CH:76]=[CH:75][CH:74]=[CH:73][C:71]=3[N:72]=2)=[O:67])[CH2:64][CH2:63][CH2:62][CH2:61][NH:60][C:59]([O:58][CH2:51][C:52]2[CH:57]=[CH:56][CH:55]=[CH:54][CH:53]=2)=[O:78])[CH2:9]1)=[O:7])([CH3:2])([CH3:3])[CH3:4]. The yield is 0.717. (3) The reactants are F[C:2]1[CH:9]=[CH:8][CH:7]=[CH:6][C:3]=1[C:4]#[N:5].[C:10]1([OH:16])[CH:15]=[CH:14][CH:13]=[CH:12][CH:11]=1.C([O-])([O-])=O.[K+].[K+]. The catalyst is CN(C=O)C.O. The product is [O:16]([C:2]1[CH:9]=[CH:8][CH:7]=[CH:6][C:3]=1[C:4]#[N:5])[C:10]1[CH:15]=[CH:14][CH:13]=[CH:12][CH:11]=1. The yield is 0.930. (4) The reactants are [N:1]([CH2:4][CH:5]1[O:10][C:9]2[C:11]([C:15]3[CH:20]=[CH:19][CH:18]=[CH:17][C:16]=3[Cl:21])=[CH:12][CH:13]=[CH:14][C:8]=2[NH:7][CH2:6]1)=[N+:2]=[N-:3].[CH:22]1([CH2:25]Br)[CH2:24][CH2:23]1. No catalyst specified. The product is [N:1]([CH2:4][CH:5]1[O:10][C:9]2[C:11]([C:15]3[CH:20]=[CH:19][CH:18]=[CH:17][C:16]=3[Cl:21])=[CH:12][CH:13]=[CH:14][C:8]=2[N:7]([CH2:25][CH:22]2[CH2:24][CH2:23]2)[CH2:6]1)=[N+:2]=[N-:3]. The yield is 0.310.